This data is from TCR-epitope binding with 47,182 pairs between 192 epitopes and 23,139 TCRs. The task is: Binary Classification. Given a T-cell receptor sequence (or CDR3 region) and an epitope sequence, predict whether binding occurs between them. (1) The epitope is ALSKGVHFV. The TCR CDR3 sequence is CASSEVDNEQFF. Result: 1 (the TCR binds to the epitope). (2) The epitope is QECVRGTTVL. The TCR CDR3 sequence is CASTPILSGVNEQYF. Result: 0 (the TCR does not bind to the epitope). (3) The epitope is KAFSPEVIPMF. The TCR CDR3 sequence is CSTGTYGYTF. Result: 1 (the TCR binds to the epitope). (4) The epitope is LLQTGIHVRVSQPSL. The TCR CDR3 sequence is CSVRVATGGSNEQFF. Result: 0 (the TCR does not bind to the epitope). (5) The epitope is GTSGSPIVNR. The TCR CDR3 sequence is CASSFGAGELFF. Result: 1 (the TCR binds to the epitope).